Dataset: Merck oncology drug combination screen with 23,052 pairs across 39 cell lines. Task: Regression. Given two drug SMILES strings and cell line genomic features, predict the synergy score measuring deviation from expected non-interaction effect. (1) Drug 1: CC(C)CC(NC(=O)C(Cc1ccccc1)NC(=O)c1cnccn1)B(O)O. Drug 2: CC1(c2nc3c(C(N)=O)cccc3[nH]2)CCCN1. Cell line: SW837. Synergy scores: synergy=-11.2. (2) Drug 1: CS(=O)(=O)CCNCc1ccc(-c2ccc3ncnc(Nc4ccc(OCc5cccc(F)c5)c(Cl)c4)c3c2)o1. Drug 2: NC1CCCCC1N.O=C(O)C(=O)O.[Pt+2]. Cell line: MSTO. Synergy scores: synergy=-6.87. (3) Drug 1: NC(=O)c1cccc2cn(-c3ccc(C4CCCNC4)cc3)nc12. Drug 2: NC1CCCCC1N.O=C(O)C(=O)O.[Pt+2]. Cell line: SW837. Synergy scores: synergy=-1.21. (4) Drug 1: O=C(CCCCCCC(=O)Nc1ccccc1)NO. Drug 2: CCN(CC)CCNC(=O)c1c(C)[nH]c(C=C2C(=O)Nc3ccc(F)cc32)c1C. Cell line: OCUBM. Synergy scores: synergy=-5.34. (5) Drug 1: Cc1nc(Nc2ncc(C(=O)Nc3c(C)cccc3Cl)s2)cc(N2CCN(CCO)CC2)n1. Drug 2: CCc1cnn2c(NCc3ccc[n+]([O-])c3)cc(N3CCCCC3CCO)nc12. Cell line: OVCAR3. Synergy scores: synergy=60.0. (6) Drug 1: O=C(CCCCCCC(=O)Nc1ccccc1)NO. Drug 2: Cc1nc(Nc2ncc(C(=O)Nc3c(C)cccc3Cl)s2)cc(N2CCN(CCO)CC2)n1. Cell line: SW620. Synergy scores: synergy=18.4. (7) Drug 1: CCN(CC)CCNC(=O)c1c(C)[nH]c(C=C2C(=O)Nc3ccc(F)cc32)c1C. Drug 2: CNC(=O)c1cc(Oc2ccc(NC(=O)Nc3ccc(Cl)c(C(F)(F)F)c3)cc2)ccn1. Cell line: HCT116. Synergy scores: synergy=2.16. (8) Cell line: CAOV3. Drug 1: NC(=O)c1cccc2cn(-c3ccc(C4CCCNC4)cc3)nc12. Synergy scores: synergy=-44.1. Drug 2: CC1(c2nc3c(C(N)=O)cccc3[nH]2)CCCN1. (9) Drug 1: CC1(c2nc3c(C(N)=O)cccc3[nH]2)CCCN1. Drug 2: CCc1cnn2c(NCc3ccc[n+]([O-])c3)cc(N3CCCCC3CCO)nc12. Cell line: A375. Synergy scores: synergy=3.91.